Dataset: Full USPTO retrosynthesis dataset with 1.9M reactions from patents (1976-2016). Task: Predict the reactants needed to synthesize the given product. Given the product [Br:1][C:2]1[CH:3]=[N:4][C:5]2[N:6]([N:8]=[C:9]([C:11]([N:16]3[CH2:17][CH2:18][C:19]4[C:24](=[CH:23][CH:22]=[C:21]([C:25]5[CH:30]=[N:29][CH:28]=[N:27][CH:26]=5)[CH:20]=4)[CH:15]3[CH3:14])=[O:13])[CH:10]=2)[CH:7]=1, predict the reactants needed to synthesize it. The reactants are: [Br:1][C:2]1[CH:3]=[N:4][C:5]2[N:6]([N:8]=[C:9]([C:11]([OH:13])=O)[CH:10]=2)[CH:7]=1.[CH3:14][CH:15]1[C:24]2[C:19](=[CH:20][C:21]([C:25]3[CH:26]=[N:27][CH:28]=[N:29][CH:30]=3)=[CH:22][CH:23]=2)[CH2:18][CH2:17][NH:16]1.